From a dataset of Catalyst prediction with 721,799 reactions and 888 catalyst types from USPTO. Predict which catalyst facilitates the given reaction. (1) Reactant: [Br:1][C:2]1[N:3]=[C:4]2[CH:9]=[CH:8][C:7](Cl)=[N:6][N:5]2[CH:11]=1.[CH3:12][N:13]1[CH2:20][C@@H:19]2[C@@H:15]([CH2:16][NH:17][CH2:18]2)[CH2:14]1.C(N(C(C)C)CC)(C)C.Cl. Product: [Br:1][C:2]1[N:3]=[C:4]2[CH:9]=[CH:8][C:7]([N:17]3[CH2:18][C@@H:19]4[C@@H:15]([CH2:14][N:13]([CH3:12])[CH2:20]4)[CH2:16]3)=[N:6][N:5]2[CH:11]=1. The catalyst class is: 709. (2) The catalyst class is: 5. Product: [CH3:8][C:9]1[CH:46]=[C:45]([CH3:47])[CH:44]=[CH:43][C:10]=1[O:11][CH2:12][C@H:13]([OH:42])[CH2:14][NH:15][C:16]1[CH:21]=[CH:20][NH:19][C:18](=[O:22])[C:17]=1[C:23]1[NH:34][C:33]2[C:25]([N:24]=1)=[CH:26][C:27]1[CH2:28][N:29]([CH:36]3[CH2:37][CH2:38][N:39]([CH2:59][CH2:58][C:57]#[N:60])[CH2:40][CH2:41]3)[C:30](=[O:35])[C:31]=1[CH:32]=2. Reactant: C(O)(C(F)(F)F)=O.[CH3:8][C:9]1[CH:46]=[C:45]([CH3:47])[CH:44]=[CH:43][C:10]=1[O:11][CH2:12][C@H:13]([OH:42])[CH2:14][NH:15][C:16]1[CH:21]=[CH:20][NH:19][C:18](=[O:22])[C:17]=1[C:23]1[NH:34][C:33]2[C:25](=[CH:26][C:27]3[CH2:28][N:29]([CH:36]4[CH2:41][CH2:40][NH:39][CH2:38][CH2:37]4)[C:30](=[O:35])[C:31]=3[CH:32]=2)[N:24]=1.CCN(C(C)C)C(C)C.[C:57](#[N:60])[CH:58]=[CH2:59]. (3) Reactant: [CH3:1][O:2][C:3]1[CH:12]=[C:11]([O:13][CH3:14])[C:10](Br)=[C:9](/[CH:16]=[CH:17]/[C:18]2[CH:23]=[CH:22][CH:21]=[CH:20][CH:19]=2)[C:4]=1[C:5]([O:7][CH3:8])=[O:6].C1C=CC(P(C2C=CC=CC=2)C2C=CC=CC=2)=CC=1.[CH2:43]([Sn]([CH2:43][CH2:44][C:45]([CH3:47])=[CH2:46])[CH2:43][CH2:44][C:45]([CH3:47])=[CH2:46])[CH2:44][C:45]([CH3:47])=[CH2:46]. Product: [CH3:1][O:2][C:3]1[CH:12]=[C:11]([O:13][CH3:14])[C:10]([CH2:43][CH2:44][C:45]([CH3:47])=[CH2:46])=[C:9](/[CH:16]=[CH:17]/[C:18]2[CH:23]=[CH:22][CH:21]=[CH:20][CH:19]=2)[C:4]=1[C:5]([O:7][CH3:8])=[O:6]. The catalyst class is: 416. (4) Reactant: Br[CH:2]([CH3:8])[C:3]([O:5][CH2:6][CH3:7])=[O:4].[NH:9]1[CH2:13][CH2:12][CH2:11][CH2:10]1. Product: [N:9]1([CH:2]([CH3:8])[C:3]([O:5][CH2:6][CH3:7])=[O:4])[CH2:13][CH2:12][CH2:11][CH2:10]1. The catalyst class is: 8. (5) Reactant: Cl.C[O:3][C:4]1(OC)[C:12]2[C:7](=[CH:8][CH:9]=[C:10]([S:13][CH2:14][CH2:15][C:16]3[CH:26]=[CH:25][C:19]([C:20]([O:22][CH2:23][CH3:24])=[O:21])=[CH:18][CH:17]=3)[CH:11]=2)[N:6]([CH3:27])[C:5]1=[O:28].O.C(OCC)(=O)C. Product: [O:28]=[C:5]1[C:4](=[O:3])[C:12]2[C:7](=[CH:8][CH:9]=[C:10]([S:13][CH2:14][CH2:15][C:16]3[CH:26]=[CH:25][C:19]([C:20]([O:22][CH2:23][CH3:24])=[O:21])=[CH:18][CH:17]=3)[CH:11]=2)[N:6]1[CH3:27]. The catalyst class is: 21. (6) Reactant: Cl.[C:2]1([N:8]2[CH2:13][CH2:12][NH:11][CH2:10][CH2:9]2)[CH:7]=[CH:6][CH:5]=[CH:4][CH:3]=1.[I-].C(C[P+](C)(C)C)#N.O[CH2:23][C:24]1[CH:33]=[N:32][C:31]2[N:30]3[CH2:34][CH2:35][CH2:36][C@H:29]3[C:28](=[O:37])[NH:27][C:26]=2[CH:25]=1.CCN(C(C)C)C(C)C. The catalyst class is: 397. Product: [C:2]1([N:8]2[CH2:13][CH2:12][N:11]([CH2:23][C:24]3[CH:33]=[N:32][C:31]4[N:30]5[CH2:34][CH2:35][CH2:36][C@H:29]5[C:28](=[O:37])[NH:27][C:26]=4[CH:25]=3)[CH2:10][CH2:9]2)[CH:7]=[CH:6][CH:5]=[CH:4][CH:3]=1. (7) Reactant: [Cl:1][C:2]1[CH:3]=[C:4]2[C:12](=[C:13]([N+:16]([O-:18])=[O:17])[C:14]=1F)[NH:11][C:10]1[CH:9]=[N:8][CH:7]=[CH:6][C:5]2=1.Cl.[CH3:20][N:21]([CH3:25])[CH2:22][CH2:23][SH:24].C([Li])CCC.O. Product: [Cl:1][C:2]1[CH:3]=[C:4]2[C:12](=[C:13]([N+:16]([O-:18])=[O:17])[C:14]=1[S:24][CH2:23][CH2:22][N:21]([CH3:25])[CH3:20])[NH:11][C:10]1[CH:9]=[N:8][CH:7]=[CH:6][C:5]2=1. The catalyst class is: 3.